Regression. Given two drug SMILES strings and cell line genomic features, predict the synergy score measuring deviation from expected non-interaction effect. From a dataset of NCI-60 drug combinations with 297,098 pairs across 59 cell lines. (1) Drug 1: CCCS(=O)(=O)NC1=C(C(=C(C=C1)F)C(=O)C2=CNC3=C2C=C(C=N3)C4=CC=C(C=C4)Cl)F. Drug 2: C(CCl)NC(=O)N(CCCl)N=O. Cell line: SF-295. Synergy scores: CSS=-3.87, Synergy_ZIP=-1.65, Synergy_Bliss=-6.01, Synergy_Loewe=-6.21, Synergy_HSA=-6.16. (2) Drug 1: CCC1=CC2CC(C3=C(CN(C2)C1)C4=CC=CC=C4N3)(C5=C(C=C6C(=C5)C78CCN9C7C(C=CC9)(C(C(C8N6C)(C(=O)OC)O)OC(=O)C)CC)OC)C(=O)OC.C(C(C(=O)O)O)(C(=O)O)O. Drug 2: CCCCCOC(=O)NC1=NC(=O)N(C=C1F)C2C(C(C(O2)C)O)O. Cell line: OVCAR-4. Synergy scores: CSS=22.1, Synergy_ZIP=-9.61, Synergy_Bliss=0.947, Synergy_Loewe=-29.0, Synergy_HSA=1.33.